From a dataset of Peptide-MHC class II binding affinity with 134,281 pairs from IEDB. Regression. Given a peptide amino acid sequence and an MHC pseudo amino acid sequence, predict their binding affinity value. This is MHC class II binding data. (1) The peptide sequence is KTLKFDALSGSQEVE. The MHC is DRB1_0101 with pseudo-sequence DRB1_0101. The binding affinity (normalized) is 0.545. (2) The peptide sequence is STGEAHLAEENEGDN. The MHC is HLA-DQA10501-DQB10402 with pseudo-sequence HLA-DQA10501-DQB10402. The binding affinity (normalized) is 0.